This data is from Full USPTO retrosynthesis dataset with 1.9M reactions from patents (1976-2016). The task is: Predict the reactants needed to synthesize the given product. (1) Given the product [CH3:29][O:28][C:25]1[CH:24]=[CH:23][C:22]([CH:7]([CH2:8][C:17]([OH:19])=[O:18])[CH2:6][C:4]([OH:5])=[O:3])=[CH:27][CH:26]=1, predict the reactants needed to synthesize it. The reactants are: C([O:3][C:4]([CH:6]1C(=O)CC(C(=O)C)(O)[CH:8]([C:17]([O:19]CC)=[O:18])[CH:7]1[C:22]1[CH:27]=[CH:26][C:25]([O:28][CH3:29])=[CH:24][CH:23]=1)=[O:5])C.[OH-].[Na+]. (2) The reactants are: [N+:1]([C:4]1[CH:9]=[CH:8][C:7]([NH2:10])=[C:6]([NH2:11])[CH:5]=1)([O-:3])=[O:2].S1[CH:16]=[CH:15][CH:14]=[C:13]1[CH:17]=[O:18].N1C=CC=C1C=O.C1(=O)C=CC(=O)C=C1.N1C2C=CC=CC=2N=C1.[N+](C1C=CC2NC(C3NC=CC=3)=NC=2C=1)([O-])=O. Given the product [O:18]1[CH:17]=[CH:13][CH:14]=[C:15]1[C:16]1[NH:10][C:7]2[CH:8]=[CH:9][C:4]([N+:1]([O-:3])=[O:2])=[CH:5][C:6]=2[N:11]=1, predict the reactants needed to synthesize it. (3) Given the product [Cl:8][C:7]1[C:2]([O:46][C:43]2[CH:44]=[C:45]3[C:40](=[CH:41][CH:42]=2)[N:39]=[CH:38][N:37]=[C:36]3[NH:35][C:33]2[S:32][C:30]3[C:29]([N:34]=2)=[CH:28][CH:27]=[C:26]([O:25][CH3:24])[N:31]=3)=[N:3][CH:4]=[C:5]([O:9][CH2:10][CH:11]([O:15][CH2:16][CH3:17])[O:12][CH2:13][CH3:14])[CH:6]=1, predict the reactants needed to synthesize it. The reactants are: Cl[C:2]1[C:7]([Cl:8])=[CH:6][C:5]([O:9][CH2:10][CH:11]([O:15][CH2:16][CH3:17])[O:12][CH2:13][CH3:14])=[CH:4][N:3]=1.CC(C)([O-])C.[K+].[CH3:24][O:25][C:26]1[N:31]=[C:30]2[S:32][C:33]([NH:35][C:36]3[C:45]4[C:40](=[CH:41][CH:42]=[C:43]([OH:46])[CH:44]=4)[N:39]=[CH:38][N:37]=3)=[N:34][C:29]2=[CH:28][CH:27]=1.[Cl-].[NH4+]. (4) Given the product [C:5]([C:9]1[O:13][C:12]([CH2:14][NH2:15])=[CH:11][CH:10]=1)([CH3:8])([CH3:6])[CH3:7], predict the reactants needed to synthesize it. The reactants are: CO.CN.[C:5]([C:9]1[O:13][C:12]([CH2:14][N:15]2C(=O)C3=CC=CC=C3C2=O)=[CH:11][CH:10]=1)([CH3:8])([CH3:7])[CH3:6]. (5) Given the product [F:46][C:37]1[CH:38]=[CH:39][CH:40]=[C:41]([C:42]([F:45])([F:44])[F:43])[C:36]=1[CH2:35][N:12]1[C:13]2[CH2:34][O:33][C:17]3([CH2:22][CH2:21][N:20]([CH2:23][C:24]4[O:25][C:26]([C:29]([F:30])([F:31])[F:32])=[CH:27][CH:28]=4)[CH2:19][CH2:18]3)[C:14]=2[C:15](=[O:16])[N:10]([CH2:9][CH:8]([NH:48][C:49](=[O:55])[O:50][C:51]([CH3:52])([CH3:54])[CH3:53])[C:4]2[CH:5]=[CH:6][CH:7]=[C:2]([NH:1][C:70]([NH:67][CH3:66])=[O:71])[CH:3]=2)[C:11]1=[O:47], predict the reactants needed to synthesize it. The reactants are: [NH2:1][C:2]1[CH:3]=[C:4]([CH:8]([NH:48][C:49](=[O:55])[O:50][C:51]([CH3:54])([CH3:53])[CH3:52])[CH2:9][N:10]2[C:15](=[O:16])[C:14]3[C:17]4([O:33][CH2:34][C:13]=3[N:12]([CH2:35][C:36]3[C:41]([C:42]([F:45])([F:44])[F:43])=[CH:40][CH:39]=[CH:38][C:37]=3[F:46])[C:11]2=[O:47])[CH2:22][CH2:21][N:20]([CH2:23][C:24]2[O:25][C:26]([C:29]([F:32])([F:31])[F:30])=[CH:27][CH:28]=2)[CH2:19][CH2:18]4)[CH:5]=[CH:6][CH:7]=1.CCN(C(C)C)C(C)C.C1N=C[N:67]([C:70](N2C=NC=C2)=[O:71])[CH:66]=1.CN.C1COCC1. (6) The reactants are: [Br:1][CH:2]([CH2:6][CH2:7][Br:8])[C:3]([OH:5])=[O:4].[CH3:9][C:10](O)([CH3:12])[CH3:11].OS(O)(=O)=O.C([O-])([O-])=O.[Na+].[Na+]. Given the product [Br:1][CH:2]([CH2:6][CH2:7][Br:8])[C:3]([O:5][C:10]([CH3:12])([CH3:11])[CH3:9])=[O:4], predict the reactants needed to synthesize it. (7) Given the product [OH:8][C:3]1[CH:4]=[CH:5][CH:6]=[CH:7][C:2]=1[NH:1][C:11](=[O:16])[C:10]([CH3:9])=[CH:14][C:13]([OH:15])=[O:12], predict the reactants needed to synthesize it. The reactants are: [NH2:1][C:2]1[CH:7]=[CH:6][CH:5]=[CH:4][C:3]=1[OH:8].[CH3:9][C:10]1[C:11](=[O:16])[O:12][C:13](=[O:15])[CH:14]=1. (8) Given the product [NH:1]1[C:9]2[C:4](=[CH:5][CH:6]=[C:7]([CH:10]=[O:11])[CH:8]=2)[CH:3]=[N:2]1, predict the reactants needed to synthesize it. The reactants are: [NH:1]1[C:9]2[C:4](=[CH:5][CH:6]=[C:7]([CH2:10][OH:11])[CH:8]=2)[CH:3]=[N:2]1.